Task: Predict the reaction yield, written as a fraction of the theoretical maximum amount of product (1.0 means a 100% yield; for example, 0.34 means a 34% yield).. Dataset: Reaction yield outcomes from USPTO patents with 853,638 reactions (1) The reactants are [OH:1][CH:2]([C:4]1[CH:5]=[C:6]([C:10]2[C:15]3[N:16]([C:19]4[CH:24]=[CH:23][CH:22]=[CH:21][CH:20]=4)[CH:17]=[N:18][C:14]=3[CH:13]=[C:12]([C:25]([F:28])([F:27])[F:26])[CH:11]=2)[CH:7]=[CH:8][CH:9]=1)[CH3:3].[H-].[Na+].[H][H].I[CH3:34]. The catalyst is CN(C=O)C.O. The product is [CH3:34][O:1][CH:2]([C:4]1[CH:5]=[C:6]([C:10]2[C:15]3[N:16]([C:19]4[CH:24]=[CH:23][CH:22]=[CH:21][CH:20]=4)[CH:17]=[N:18][C:14]=3[CH:13]=[C:12]([C:25]([F:28])([F:27])[F:26])[CH:11]=2)[CH:7]=[CH:8][CH:9]=1)[CH3:3]. The yield is 0.370. (2) The reactants are [F:1][C:2]([F:32])([F:31])[C:3]1[CH:4]=[C:5]([NH:9][C:10]([C:12]2[CH:13]=[C:14]3[C:19](=[CH:20][CH:21]=2)[C:18]([NH:22][CH2:23][C:24]2[CH:29]=[CH:28][CH:27]=[CH:26][CH:25]=2)=[N:17][N:16]=[C:15]3I)=[O:11])[CH:6]=[CH:7][CH:8]=1. The catalyst is [Pd].CO. The product is [F:32][C:2]([F:1])([F:31])[C:3]1[CH:4]=[C:5]([NH:9][C:10]([C:12]2[CH:13]=[C:14]3[C:19](=[CH:20][CH:21]=2)[C:18]([NH:22][CH2:23][C:24]2[CH:25]=[CH:26][CH:27]=[CH:28][CH:29]=2)=[N:17][N:16]=[CH:15]3)=[O:11])[CH:6]=[CH:7][CH:8]=1. The yield is 0.500. (3) The reactants are Br[C:2]1[CH:7]=[CH:6][C:5]([O:8][CH3:9])=[CH:4][C:3]=1[C:10]1[CH:15]=[CH:14][CH:13]=[CH:12][CH:11]=1.[C:16]1(B(O)O)[C:29]2[C:30]3=[C:31]4[C:26](=[CH:27][CH:28]=2)[CH:25]=[CH:24][CH:23]=[C:22]4[CH:21]=[CH:20][C:19]3=[CH:18][CH:17]=1.C([O-])([O-])=O.[Na+].[Na+].CCO. The catalyst is C1C=CC([P]([Pd]([P](C2C=CC=CC=2)(C2C=CC=CC=2)C2C=CC=CC=2)([P](C2C=CC=CC=2)(C2C=CC=CC=2)C2C=CC=CC=2)[P](C2C=CC=CC=2)(C2C=CC=CC=2)C2C=CC=CC=2)(C2C=CC=CC=2)C2C=CC=CC=2)=CC=1.C1(C)C=CC=CC=1. The product is [CH3:9][O:8][C:5]1[CH:6]=[CH:7][C:2]([C:23]2[C:22]3[C:31]4=[C:30]5[C:19](=[CH:20][CH:21]=3)[CH:18]=[CH:17][CH:16]=[C:29]5[CH:28]=[CH:27][C:26]4=[CH:25][CH:24]=2)=[C:3]([C:10]2[CH:15]=[CH:14][CH:13]=[CH:12][CH:11]=2)[CH:4]=1. The yield is 0.760. (4) The reactants are [NH2:1][CH:2]([CH2:12][C:13]1[CH:18]=[CH:17][C:16]([C:19]([F:22])([F:21])[F:20])=[CH:15][CH:14]=1)[CH:3]([C:5]1[CH:10]=[CH:9][C:8]([F:11])=[CH:7][CH:6]=1)[OH:4].[C:23]([O:27][C:28]([NH:30][C@H:31]([C:39](O)=[O:40])[CH2:32][C:33]1[CH:38]=[CH:37][CH:36]=[CH:35][CH:34]=1)=[O:29])([CH3:26])([CH3:25])[CH3:24].Cl.C(N=C=NCCCN(C)C)C.ON1C2C=CC=CC=2N=N1. The catalyst is C(#N)C.O. The product is [F:11][C:8]1[CH:9]=[CH:10][C:5]([CH:3]([OH:4])[CH:2]([NH:1][C:39](=[O:40])[C@@H:31]([NH:30][C:28](=[O:29])[O:27][C:23]([CH3:24])([CH3:25])[CH3:26])[CH2:32][C:33]2[CH:38]=[CH:37][CH:36]=[CH:35][CH:34]=2)[CH2:12][C:13]2[CH:18]=[CH:17][C:16]([C:19]([F:22])([F:20])[F:21])=[CH:15][CH:14]=2)=[CH:6][CH:7]=1. The yield is 0.390. (5) The reactants are C([O:4][C@H:5]1[C@@H:43]([CH2:44][O:45][CH2:46][C:47]2[CH:52]=[CH:51][CH:50]=[CH:49][CH:48]=2)[O:42][C@H:8]([O:9][C@H:10]2[C@H:14]([O:15][CH2:16][C:17]3[CH:22]=[CH:21][CH:20]=[CH:19][CH:18]=3)[CH2:13][N:12]([C:23]([O:25][CH2:26][C:27]3[CH:32]=[CH:31][CH:30]=[CH:29][CH:28]=3)=[O:24])[C@@H:11]2[CH2:33][O:34][CH2:35][C:36]2[CH:41]=[CH:40][CH:39]=[CH:38][CH:37]=2)[C@H:7]([O:53][CH2:54][C:55]2[CH:60]=[CH:59][CH:58]=[CH:57][CH:56]=2)[C@H:6]1[O:61][CH2:62][C:63]1[CH:68]=[CH:67][CH:66]=[CH:65][CH:64]=1)(=O)C.C(=O)([O-])[O-].[K+].[K+]. The catalyst is CO.C(OCC)(=O)C. The product is [CH2:54]([O:53][C@@H:7]1[C@@H:6]([O:61][CH2:62][C:63]2[CH:64]=[CH:65][CH:66]=[CH:67][CH:68]=2)[C@@H:5]([OH:4])[C@@H:43]([CH2:44][O:45][CH2:46][C:47]2[CH:48]=[CH:49][CH:50]=[CH:51][CH:52]=2)[O:42][C@@H:8]1[O:9][C@H:10]1[C@H:14]([O:15][CH2:16][C:17]2[CH:18]=[CH:19][CH:20]=[CH:21][CH:22]=2)[CH2:13][N:12]([C:23]([O:25][CH2:26][C:27]2[CH:32]=[CH:31][CH:30]=[CH:29][CH:28]=2)=[O:24])[C@@H:11]1[CH2:33][O:34][CH2:35][C:36]1[CH:37]=[CH:38][CH:39]=[CH:40][CH:41]=1)[C:55]1[CH:60]=[CH:59][CH:58]=[CH:57][CH:56]=1. The yield is 0.830. (6) The reactants are [CH2:1]([O:8][CH2:9][CH2:10][CH:11]1[CH2:16][C:15]([CH2:17][OH:18])=[CH:14][CH2:13][CH2:12]1)[C:2]1[CH:7]=[CH:6][CH:5]=[CH:4][CH:3]=1.C(N(CC)CC)C.[CH3:26][C:27]([Si:30](Cl)([CH3:32])[CH3:31])([CH3:29])[CH3:28]. The catalyst is CN(C=O)C. The product is [CH2:1]([O:8][CH2:9][CH2:10][CH:11]1[CH2:16][C:15]([CH2:17][O:18][Si:30]([C:27]([CH3:29])([CH3:28])[CH3:26])([CH3:32])[CH3:31])=[CH:14][CH2:13][CH2:12]1)[C:2]1[CH:7]=[CH:6][CH:5]=[CH:4][CH:3]=1. The yield is 0.630. (7) The reactants are [Br:1][C:2]1[CH:3]=[CH:4][C:5]([CH2:8][OH:9])=[N:6][CH:7]=1.[CH2:10]1COCC1.CN(C=O)C.[H-].[Na+].CI. No catalyst specified. The product is [Br:1][C:2]1[CH:3]=[CH:4][C:5]([CH2:8][O:9][CH3:10])=[N:6][CH:7]=1. The yield is 0.0687. (8) The reactants are [CH3:1][C:2]1([CH3:10])[CH2:7][CH:6]([CH:8]=O)[CH2:5][CH2:4][O:3]1.C1(P(C2C=CC=CC=2)(C2C=CC=CC=2)=[CH:18][C:19]([O:21][C:22]([CH3:25])([CH3:24])[CH3:23])=[O:20])C=CC=CC=1. The catalyst is C(Cl)Cl. The product is [CH3:1][C:2]1([CH3:10])[CH2:7][CH:6](/[CH:8]=[CH:18]/[C:19]([O:21][C:22]([CH3:25])([CH3:24])[CH3:23])=[O:20])[CH2:5][CH2:4][O:3]1. The yield is 0.970. (9) The reactants are [Br:1][C:2]1[CH:7]=[CH:6][C:5]([C:8]([CH3:19])([C:14](OCC)=[O:15])[C:9](OCC)=[O:10])=[CH:4][CH:3]=1.[H-].[Al+3].[Li+].[H-].[H-].[H-]. The catalyst is C1COCC1. The product is [Br:1][C:2]1[CH:3]=[CH:4][C:5]([C:8]([CH3:19])([CH2:14][OH:15])[CH2:9][OH:10])=[CH:6][CH:7]=1. The yield is 0.790. (10) The yield is 0.960. The product is [C:25]([O:9][CH:8]([C:5]1[CH:6]=[N:7][C:2]([Cl:1])=[CH:3][CH:4]=1)[C:10]1[CH:11]=[CH:12][CH:13]=[CH:14][CH:15]=1)(=[O:27])[CH3:26]. The catalyst is CN(C)C1C=CN=CC=1.ClCCl.C(OCC)(=O)C.O. The reactants are [Cl:1][C:2]1[N:7]=[CH:6][C:5]([CH:8]([C:10]2[CH:15]=[CH:14][CH:13]=[CH:12][CH:11]=2)[OH:9])=[CH:4][CH:3]=1.C(N(C(C)C)CC)(C)C.[C:25](OC(=O)C)(=[O:27])[CH3:26].C(=O)(O)[O-].[Na+].